Dataset: Peptide-MHC class II binding affinity with 134,281 pairs from IEDB. Task: Regression. Given a peptide amino acid sequence and an MHC pseudo amino acid sequence, predict their binding affinity value. This is MHC class II binding data. (1) The binding affinity (normalized) is 0.163. The MHC is HLA-DQA10501-DQB10201 with pseudo-sequence HLA-DQA10501-DQB10201. The peptide sequence is GELEFEEFVSLASRF. (2) The peptide sequence is EKKYFAALQFEPLAA. The MHC is HLA-DQA10501-DQB10201 with pseudo-sequence HLA-DQA10501-DQB10201. The binding affinity (normalized) is 0.635. (3) The binding affinity (normalized) is 0.741. The MHC is DRB1_0401 with pseudo-sequence DRB1_0401. The peptide sequence is YDKFYANVSTVLTGK. (4) The peptide sequence is SYLIRALTLNTMTKD. The MHC is DRB1_0401 with pseudo-sequence DRB1_0401. The binding affinity (normalized) is 0.655. (5) The peptide sequence is FLEKPLDICPLELLL. The MHC is DRB1_0101 with pseudo-sequence DRB1_0101. The binding affinity (normalized) is 0.511. (6) The peptide sequence is ACQGVGGPSHKARVLAEA. The MHC is HLA-DPA10301-DPB10402 with pseudo-sequence HLA-DPA10301-DPB10402. The binding affinity (normalized) is 0.183. (7) The peptide sequence is NLMGKTLILLETFVR. The MHC is DRB3_0101 with pseudo-sequence DRB3_0101. The binding affinity (normalized) is 0.180. (8) The peptide sequence is MKKYFAATQFEPLAA. The MHC is HLA-DQA10501-DQB10301 with pseudo-sequence HLA-DQA10501-DQB10301. The binding affinity (normalized) is 0.316.